Dataset: Catalyst prediction with 721,799 reactions and 888 catalyst types from USPTO. Task: Predict which catalyst facilitates the given reaction. (1) Reactant: C(Cl)(=O)C(Cl)=O.[C:7]([C:9]1[CH:17]=[CH:16][C:12]([C:13]([OH:15])=O)=[C:11]([F:18])[CH:10]=1)#[N:8].[N:19]1[CH:24]=[CH:23][CH:22]=[C:21]([NH2:25])[CH:20]=1. Product: [C:7]([C:9]1[CH:17]=[CH:16][C:12]([C:13]([NH:25][C:21]2[CH:20]=[N:19][CH:24]=[CH:23][CH:22]=2)=[O:15])=[C:11]([F:18])[CH:10]=1)#[N:8]. The catalyst class is: 198. (2) Reactant: Br[C:2]1[CH:7]=[CH:6][CH:5]=[CH:4][C:3]=1[N:8]1[C:16]2[CH:15]=[CH:14][C:13]([CH3:17])=[CH:12][C:11]=2[C:10]2[CH2:18][N:19]([CH3:22])[CH2:20][CH2:21][C:9]1=2.[OH:23][C:24]1[N:29]=[CH:28][C:27](B2OC(C)(C)C(C)(C)O2)=[CH:26][CH:25]=1.C([O-])([O-])=O.[K+].[K+].O. The catalyst class is: 104. Product: [CH3:22][N:19]1[CH2:20][CH2:21][C:9]2[N:8]([C:3]3[CH:2]=[CH:7][CH:6]=[CH:5][C:4]=3[C:27]3[CH:26]=[CH:25][C:24]([OH:23])=[N:29][CH:28]=3)[C:16]3[CH:15]=[CH:14][C:13]([CH3:17])=[CH:12][C:11]=3[C:10]=2[CH2:18]1. (3) Reactant: [ClH:1].[NH2:2][CH2:3][CH2:4][S:5][S:6][CH2:7][CH2:8][NH2:9].[OH-:10].[Na+].[Cl:12][CH2:13][CH2:14][CH2:15][C:16](Cl)=[O:17]. Product: [S:5]([CH2:4][CH2:3][NH:2][C:13](=[O:10])[CH2:14][CH2:15][CH2:16][Cl:1])[S:6][CH2:7][CH2:8][NH:9][C:16](=[O:17])[CH2:15][CH2:14][CH2:13][Cl:12]. The catalyst class is: 1. (4) Reactant: [CH:1]1[C:13]2[CH:12]([CH2:14][O:15][C:16]([NH:18][C:19]3([C:23](O)=[O:24])[CH2:22][O:21][CH2:20]3)=[O:17])[C:11]3[C:6](=[CH:7][CH:8]=[CH:9][CH:10]=3)[C:5]=2[CH:4]=[CH:3][CH:2]=1.Cl.CN(C)CCCN=C=NCC.O.ON1C2C=CC=CC=2N=N1.[Cl:49][C:50]1[CH:51]=[C:52]([F:72])[C:53]([C:66]2[N:70]=[C:69]([CH3:71])[O:68][N:67]=2)=[C:54]([C:56]2[CH:57]=[C:58]([F:65])[C:59]([C@H:62]([NH2:64])[CH3:63])=[N:60][CH:61]=2)[CH:55]=1.C([O-])(O)=O.[Na+]. Product: [CH:10]1[C:11]2[CH:12]([CH2:14][O:15][C:16](=[O:17])[NH:18][C:19]3([C:23](=[O:24])[NH:64][C@@H:62]([C:59]4[C:58]([F:65])=[CH:57][C:56]([C:54]5[CH:55]=[C:50]([Cl:49])[CH:51]=[C:52]([F:72])[C:53]=5[C:66]5[N:70]=[C:69]([CH3:71])[O:68][N:67]=5)=[CH:61][N:60]=4)[CH3:63])[CH2:22][O:21][CH2:20]3)[C:13]3[C:5](=[CH:4][CH:3]=[CH:2][CH:1]=3)[C:6]=2[CH:7]=[CH:8][CH:9]=1. The catalyst class is: 18.